From a dataset of Full USPTO retrosynthesis dataset with 1.9M reactions from patents (1976-2016). Predict the reactants needed to synthesize the given product. (1) Given the product [CH3:41][O:40][C:34]1[CH:33]=[C:32]2[C:37](=[CH:36][C:35]=1[O:38][CH3:39])[NH:29][CH:30]=[C:31]2[C:9]1[N:8]([S:12]([C:15]2[CH:20]=[CH:19][C:18]([CH3:21])=[CH:17][CH:16]=2)(=[O:14])=[O:13])[C:5]2=[N:6][CH:7]=[C:2]([F:1])[CH:3]=[C:4]2[CH:10]=1, predict the reactants needed to synthesize it. The reactants are: [F:1][C:2]1[CH:3]=[C:4]2[CH:10]=[C:9](I)[N:8]([S:12]([C:15]3[CH:20]=[CH:19][C:18]([CH3:21])=[CH:17][CH:16]=3)(=[O:14])=[O:13])[C:5]2=[N:6][CH:7]=1.C(OC([N:29]1[C:37]2[C:32](=[CH:33][C:34]([O:40][CH3:41])=[C:35]([O:38][CH3:39])[CH:36]=2)[C:31](B(O)O)=[CH:30]1)=O)(C)(C)C.C(=O)([O-])O.[Na+]. (2) Given the product [Br:1][C:2]1[C:3]2[N:4]([C:17](=[O:18])[NH:16][N:15]=2)[CH:5]=[CH:6][C:7]=1[C:8]1[CH:9]=[CH:10][C:11]([Cl:14])=[CH:12][CH:13]=1, predict the reactants needed to synthesize it. The reactants are: [Br:1][C:2]1[C:3]([NH:15][NH2:16])=[N:4][CH:5]=[CH:6][C:7]=1[C:8]1[CH:13]=[CH:12][C:11]([Cl:14])=[CH:10][CH:9]=1.[C:17](N1C=CN=C1)(N1C=CN=C1)=[O:18]. (3) Given the product [Cl:38][C:33]1[CH:34]=[CH:35][CH:36]=[CH:37][C:32]=1[C:15]1[N:14]=[C:13]([N:9]2[CH2:10][CH2:11][NH:12][CH:7]([CH2:6][OH:5])[CH2:8]2)[CH:22]=[C:21]2[C:16]=1[CH:17]=[CH:18][C:19](=[O:31])[N:20]2[C:23]1[C:24]([Cl:30])=[CH:25][CH:26]=[CH:27][C:28]=1[Cl:29], predict the reactants needed to synthesize it. The reactants are: C([O:5][CH2:6][CH:7]1[NH:12][CH2:11][CH2:10][N:9]([C:13]2[CH:22]=[C:21]3[C:16]([CH:17]=[CH:18][C:19](=[O:31])[N:20]3[C:23]3[C:28]([Cl:29])=[CH:27][CH:26]=[CH:25][C:24]=3[Cl:30])=[C:15]([C:32]3[CH:37]=[CH:36][CH:35]=[CH:34][C:33]=3[Cl:38])[N:14]=2)[CH2:8]1)(C)(C)C.C(O)(C(F)(F)F)=O. (4) The reactants are: [CH:1]1([CH2:5][CH2:6][NH:7][C:8]([C:10]2[N:11]=[N:12][C:13]([Cl:16])=[CH:14][CH:15]=2)=[O:9])[CH2:4][CH2:3][CH2:2]1.[NH:17]1[CH2:22][CH2:21][CH:20]([NH:23][C:24]2[CH:29]=[CH:28][CH:27]=[CH:26][C:25]=2[C:30]([F:33])([F:32])[F:31])[CH2:19][CH2:18]1. Given the product [ClH:16].[CH:1]1([CH2:5][CH2:6][NH:7][C:8]([C:10]2[N:11]=[N:12][C:13]([N:17]3[CH2:18][CH2:19][CH:20]([NH:23][C:24]4[CH:29]=[CH:28][CH:27]=[CH:26][C:25]=4[C:30]([F:31])([F:32])[F:33])[CH2:21][CH2:22]3)=[CH:14][CH:15]=2)=[O:9])[CH2:4][CH2:3][CH2:2]1, predict the reactants needed to synthesize it.